Dataset: Reaction yield outcomes from USPTO patents with 853,638 reactions. Task: Predict the reaction yield, written as a fraction of the theoretical maximum amount of product (1.0 means a 100% yield; for example, 0.34 means a 34% yield). (1) The reactants are [CH3:1][C:2]1([CH3:30])[CH2:11][C:10]2[C:5](=[CH:6][CH:7]=[C:8]([C:12]([O:14]C)=[O:13])[CH:9]=2)[NH:4][CH:3]1[C:16]1[CH:21]=[CH:20][CH:19]=[C:18]([C:22](=[O:29])[NH:23][CH:24]2[CH2:28][CH2:27][O:26][CH2:25]2)[CH:17]=1.[OH-].[Na+]. The catalyst is CO. The product is [CH3:1][C:2]1([CH3:30])[CH2:11][C:10]2[C:5](=[CH:6][CH:7]=[C:8]([C:12]([OH:14])=[O:13])[CH:9]=2)[NH:4][CH:3]1[C:16]1[CH:21]=[CH:20][CH:19]=[C:18]([C:22](=[O:29])[NH:23][CH:24]2[CH2:28][CH2:27][O:26][CH2:25]2)[CH:17]=1. The yield is 0.700. (2) The reactants are [NH2:1][C:2]1[N:6]([C:7]2[CH:12]=[CH:11][CH:10]=[CH:9][CH:8]=2)[N:5]=[C:4]([O:13][CH2:14][C@H:15]2[NH:19][C:18](=[O:20])[CH2:17][CH2:16]2)[C:3]=1[CH3:21].C1(C2C=CC([CH2:31][O:32]C)=CC=2CN)CC1.[CH3:36][O:37][CH2:38][C:39]1[CH:40]=[CH:41][C:42]([O:47][C:48]([F:51])([F:50])[F:49])=[C:43]([CH2:45][NH2:46])[CH:44]=1. No catalyst specified. The product is [CH3:36][O:37][CH2:38][C:39]1[CH:40]=[CH:41][C:42]([O:47][C:48]([F:49])([F:50])[F:51])=[C:43]([CH:44]=1)[CH2:45][NH:46][C:31]([NH:1][C:2]1[N:6]([C:7]2[CH:12]=[CH:11][CH:10]=[CH:9][CH:8]=2)[N:5]=[C:4]([O:13][CH2:14][C@@H:15]2[CH2:16][CH2:17][C:18](=[O:20])[NH:19]2)[C:3]=1[CH3:21])=[O:32]. The yield is 0.250. (3) The reactants are FC(F)(F)C(O)=O.C(OC(=O)[NH:14][C@@H:15]([CH2:30][N:31]1[CH2:36][C:35](=[O:37])[N:34]([C:38]2[CH:43]=[CH:42][CH:41]=[CH:40][C:39]=2[CH3:44])[CH2:33][C:32]1([CH3:46])[CH3:45])[C@@H:16]([OH:29])[CH2:17][C@H:18]([C:20](=[O:28])[NH:21][CH:22]1[CH2:27][CH2:26][CH2:25][CH2:24][CH2:23]1)[CH3:19])(C)(C)C.[C:48]([OH:55])(=[O:54])/[CH:49]=[CH:50]/[C:51]([OH:53])=[O:52].[CH:56]1([NH:62][C:63](=[O:88])[C@H:64]([CH3:87])[CH2:65][C@H:66]([OH:86])[C@@H:67]([NH2:85])[CH2:68][N:69]2[CH2:74][C:73](=[O:75])[N:72]([C:76]3[CH:81]=[CH:80][CH:79]=[CH:78][C:77]=3[CH3:82])[CH2:71][C:70]2([CH3:84])[CH3:83])[CH2:61][CH2:60][CH2:59][CH2:58][CH2:57]1. The catalyst is C(Cl)Cl.CO. The product is [C:48]([OH:55])(=[O:54])/[CH:49]=[CH:50]/[C:51]([OH:53])=[O:52].[CH:22]1([NH:21][C:20](=[O:28])[C@H:18]([CH3:19])[CH2:17][C@H:16]([OH:29])[C@@H:15]([NH2:14])[CH2:30][N:31]2[CH2:36][C:35](=[O:37])[N:34]([C:38]3[CH:43]=[CH:42][CH:41]=[CH:40][C:39]=3[CH3:44])[CH2:33][C:32]2([CH3:45])[CH3:46])[CH2:23][CH2:24][CH2:25][CH2:26][CH2:27]1.[NH2:85][C@@H:67]([CH2:68][N:69]1[CH2:74][C:73](=[O:75])[N:72]([C:76]2[CH:81]=[CH:80][CH:79]=[CH:78][C:77]=2[CH3:82])[CH2:71][C:70]1([CH3:83])[CH3:84])[C@@H:66]([OH:86])[CH2:65][C@@H:64]([CH3:87])[C:63]([NH:62][CH:56]1[CH2:57][CH2:58][CH2:59][CH2:60][CH2:61]1)=[O:88]. The yield is 0.810. (4) The reactants are Cl.[CH2:2]([O:9][C:10]1[CH:15]=[CH:14][N:13]([C:16]2[CH:24]=[C:23]3[C:19]([C:20]4[CH2:29][CH2:28][N:27](CCO)[CH2:26][C:21]=4[N:22]3[CH3:25])=[CH:18][CH:17]=2)[C:12](=[O:33])[CH:11]=1)[C:3]1[CH:8]=[CH:7][CH:6]=[CH:5][CH:4]=1.C([O-])(O)=O.[Na+].[Cl:39][CH2:40][C:41](Cl)=[O:42]. The catalyst is C(Cl)Cl. The product is [CH2:2]([O:9][C:10]1[CH:15]=[CH:14][N:13]([C:16]2[CH:24]=[C:23]3[C:19]([C:20]4[CH2:29][CH2:28][N:27]([C:41](=[O:42])[CH2:40][Cl:39])[CH2:26][C:21]=4[N:22]3[CH3:25])=[CH:18][CH:17]=2)[C:12](=[O:33])[CH:11]=1)[C:3]1[CH:8]=[CH:7][CH:6]=[CH:5][CH:4]=1. The yield is 1.00. (5) The reactants are O[CH2:2][C:3]1[CH:12]=[N:11][C:10]2[N:9]3[CH2:13][CH2:14][CH2:15][C@H:8]3[C:7](=[O:16])[NH:6][C:5]=2[CH:4]=1.Cl.[Cl:18][C:19]1[CH:20]=[C:21]([CH:26]=[CH:27][C:28]=1[N:29]1[CH2:34][CH2:33][NH:32][CH2:31][CH2:30]1)[C:22]([NH:24][CH3:25])=[O:23].[I-].C(C[P+](C)(C)C)#N.C(N(CC)C(C)C)(C)C. The catalyst is C(#N)CC. The product is [Cl:18][C:19]1[CH:20]=[C:21]([CH:26]=[CH:27][C:28]=1[N:29]1[CH2:30][CH2:31][N:32]([CH2:2][C:3]2[CH:12]=[N:11][C:10]3[N:9]4[CH2:13][CH2:14][CH2:15][C@H:8]4[C:7](=[O:16])[NH:6][C:5]=3[CH:4]=2)[CH2:33][CH2:34]1)[C:22]([NH:24][CH3:25])=[O:23]. The yield is 0.256. (6) The reactants are [N:1]([CH2:4][CH:5]1[O:10][C:9]2[C:11](Br)=[CH:12][CH:13]=[CH:14][C:8]=2[N:7]([CH3:16])[CH2:6]1)=[N+:2]=[N-:3].[CH3:17][C:18]1[CH:23]=[CH:22][CH:21]=[CH:20][C:19]=1B(O)O. No catalyst specified. The product is [N:1]([CH2:4][CH:5]1[O:10][C:9]2[C:11]([C:19]3[CH:20]=[CH:21][CH:22]=[CH:23][C:18]=3[CH3:17])=[CH:12][CH:13]=[CH:14][C:8]=2[N:7]([CH3:16])[CH2:6]1)=[N+:2]=[N-:3]. The yield is 0.900. (7) The reactants are [C:1]([O:5][C@@H:6]([C:11]1[C:40]([CH3:41])=[CH:39][N:38]2[N:42]=[C:35]3[CH:36]=[C:37]2[C:12]=1[N:13]1[CH2:47][CH2:46][C:16]([CH3:48])([O:17][CH2:18][CH:19]=[CH:20][CH:21]([CH3:45])[CH2:22][O:23][C:24]2[CH:25]=[CH:26][C:27]([CH3:44])=[CH:28][C:29]=2[C:30]2[CH:43]=[C:34]3[CH:33]=[CH:32][CH:31]=2)[CH2:15][CH2:14]1)[C:7]([O:9][CH3:10])=[O:8])([CH3:4])([CH3:3])[CH3:2]. The catalyst is CO.[Pd]. The product is [C:1]([O:5][C@@H:6]([C:11]1[C:40]([CH3:41])=[CH:39][N:38]2[N:42]=[C:35]3[CH:36]=[C:37]2[C:12]=1[N:13]1[CH2:14][CH2:15][C:16]([CH3:48])([O:17][CH2:18][CH2:19][CH2:20][CH:21]([CH3:45])[CH2:22][O:23][C:24]2[CH:25]=[CH:26][C:27]([CH3:44])=[CH:28][C:29]=2[C:30]2[CH:43]=[C:34]3[CH:33]=[CH:32][CH:31]=2)[CH2:46][CH2:47]1)[C:7]([O:9][CH3:10])=[O:8])([CH3:4])([CH3:2])[CH3:3]. The yield is 0.682. (8) The reactants are [CH3:1][O:2][C:3]1[CH:8]=[C:7]([N:9]2[CH2:16][CH:15]3[CH:11]([CH2:12][N:13]([CH3:17])[CH2:14]3)[CH2:10]2)[CH:6]=[CH:5][C:4]=1[C:18]1[CH:23]=[CH:22][CH:21]=[CH:20][CH:19]=1.[C:24]1([CH3:34])[CH:29]=[CH:28][C:27]([S:30]([OH:33])(=[O:32])=[O:31])=[CH:26][CH:25]=1.C(OCC)C. The catalyst is CCO.CCOC(C)=O. The product is [C:24]1([CH3:34])[CH:25]=[CH:26][C:27]([S:30]([OH:33])(=[O:31])=[O:32])=[CH:28][CH:29]=1.[CH3:1][O:2][C:3]1[CH:8]=[C:7]([N:9]2[CH2:10][CH:11]3[CH:15]([CH2:14][N:13]([CH3:17])[CH2:12]3)[CH2:16]2)[CH:6]=[CH:5][C:4]=1[C:18]1[CH:23]=[CH:22][CH:21]=[CH:20][CH:19]=1. The yield is 0.190. (9) The reactants are CO[C:3](=[O:20])[C:4]([OH:19])=[CH:5][C:6](=[O:18])[N:7]([CH2:10][C:11]1[CH:16]=[CH:15][CH:14]=[C:13]([F:17])[CH:12]=1)[O:8][CH3:9].C=O.CN.ClC1C=C(C=CC=1Cl)[CH2:29][N:30](C)[C:31](C1CN(C)C(=O)C=1O)=O. No catalyst specified. The product is [F:17][C:13]1[CH:12]=[C:11]([CH:16]=[CH:15][CH:14]=1)[CH2:10][N:7]([O:8][CH3:9])[C:6]([C:5]1[CH2:29][N:30]([CH3:31])[C:3](=[O:20])[C:4]=1[OH:19])=[O:18]. The yield is 0.600.